Dataset: Blood-brain barrier penetration binary classification data from Martins et al.. Task: Regression/Classification. Given a drug SMILES string, predict its absorption, distribution, metabolism, or excretion properties. Task type varies by dataset: regression for continuous measurements (e.g., permeability, clearance, half-life) or binary classification for categorical outcomes (e.g., BBB penetration, CYP inhibition). Dataset: bbb_martins. (1) The molecule is COc1ccc2c3c1O[C@H]1[C@@H](O)CC[C@H]4[C@@H](C2)N(C)CC[C@]314. The result is 1 (penetrates BBB). (2) The drug is COc1cc2c(cc1OC)S(=O)(=O)OC(C(=O)NC(C)CC(C)(C)N(C)C)C2. The result is 1 (penetrates BBB). (3) The drug is CCN(CC)CCN1c2ccccc2Sc2ccccc21. The result is 1 (penetrates BBB). (4) The drug is CCCCCCCCCCCCCC(=O)O[C@H]1C=C[C@H]2[C@H]3Cc4ccc(OCc5ccccc5)c5c4[C@@]2(CCN3C)[C@H]1O5. The result is 1 (penetrates BBB). (5) The drug is CC(C[N+](C)(C)C)OC(N)=O.[Cl-]. The result is 0 (does not penetrate BBB).